Dataset: Catalyst prediction with 721,799 reactions and 888 catalyst types from USPTO. Task: Predict which catalyst facilitates the given reaction. (1) Reactant: [F:1][C:2]([F:17])([F:16])[CH2:3][NH:4][C:5]1[C:10]([NH2:11])=[CH:9][C:8]([C:12]([F:15])([F:14])[F:13])=[CH:7][N:6]=1.[CH2:18]([S:20][C:21]1[C:22]([C:31](O)=[O:32])=[N:23][CH:24]=[C:25]([C:27]([F:30])([F:29])[F:28])[CH:26]=1)[CH3:19].CCN=C=NCCCN(C)C.Cl.C1C=CC2N(O)N=NC=2C=1.C(O)(=O)CC(CC(O)=O)(C(O)=O)O. Product: [F:17][C:2]([F:1])([F:16])[CH2:3][NH:4][C:5]1[C:10]([NH:11][C:31]([C:22]2[C:21]([S:20][CH2:18][CH3:19])=[CH:26][C:25]([C:27]([F:29])([F:30])[F:28])=[CH:24][N:23]=2)=[O:32])=[CH:9][C:8]([C:12]([F:13])([F:14])[F:15])=[CH:7][N:6]=1. The catalyst class is: 17. (2) Reactant: [CH3:1][O:2]/[N:3]=[C:4](\[CH3:21])/[CH:5]=[N:6]/[O:7][CH:8]([C:10]1[CH:15]=[CH:14][CH:13]=[CH:12][C:11]=1[NH:16][C:17](=[O:20])[O:18][CH3:19])[CH3:9].[H-].[Na+].[H][H].[CH3:26][O:27][CH2:28]Cl. Product: [CH3:26][O:27][CH2:28][N:16]([C:11]1[CH:12]=[CH:13][CH:14]=[CH:15][C:10]=1[CH:8]([O:7]/[N:6]=[CH:5]/[C:4](=[N:3]/[O:2][CH3:1])/[CH3:21])[CH3:9])[C:17](=[O:20])[O:18][CH3:19]. The catalyst class is: 9. (3) Reactant: Cl.Cl.[CH3:3][C:4]1[N:8]([CH:9]2[CH2:15][CH:14]3[N:16]([CH2:17][CH2:18][C:19]4([C:25]5[CH:30]=[CH:29][CH:28]=[CH:27][C:26]=5[CH3:31])[CH2:24][CH2:23][NH:22][CH2:21][CH2:20]4)[CH:11]([CH2:12][CH2:13]3)[CH2:10]2)[C:7]2[CH:32]=[CH:33][CH:34]=[CH:35][C:6]=2[N:5]=1.C(N(CC)CC)C.[CH3:43][C:44]([CH3:49])([CH3:48])[C:45](Cl)=[O:46]. Product: [CH3:43][C:44]([CH3:49])([CH3:48])[C:45]([N:22]1[CH2:21][CH2:20][C:19]([CH2:18][CH2:17][N:16]2[C@H:14]3[CH2:13][CH2:12][C@@H:11]2[CH2:10][CH:9]([N:8]2[C:7]4[CH:32]=[CH:33][CH:34]=[CH:35][C:6]=4[N:5]=[C:4]2[CH3:3])[CH2:15]3)([C:25]2[CH:30]=[CH:29][CH:28]=[CH:27][C:26]=2[CH3:31])[CH2:24][CH2:23]1)=[O:46]. The catalyst class is: 4. (4) Reactant: [CH3:1][NH:2]C1CC1.[Cl:6][C:7]1[CH:12]=[C:11]([N+:13]([O-:15])=[O:14])[CH:10]=[CH:9][C:8]=1[CH2:16][CH:17]=O.C(O[BH-](O[C:29](=O)[CH3:30])OC(=O)C)(=O)C.[Na+].[C:33](=O)([O-])O.[Na+]. Product: [Cl:6][C:7]1[CH:12]=[C:11]([N+:13]([O-:15])=[O:14])[CH:10]=[CH:9][C:8]=1[CH2:16][CH2:17][NH:2][CH2:1][CH:29]1[CH2:30][CH2:33]1. The catalyst class is: 1. (5) Reactant: COC(=O)[C@@H](NC(=O)C1C=C(Cl)C=CC=1NCC(C)CC)CC1C=CC(Br)=CC=1.C(OC1C=CC=CC=1B(O)O)C1C=CC=CC=1.C([O-])([O-])=O.[Na+].[Na+].C[O:54][C:55](=[O:94])[CH:56]([NH:78][C:79](=[O:93])[C:80]1[CH:85]=[C:84]([Cl:86])[CH:83]=[CH:82][C:81]=1[NH:87][CH2:88][CH:89]([CH3:92])[CH2:90][CH3:91])[CH2:57][C:58]1[CH:63]=[CH:62][C:61]([C:64]2[CH:69]=[CH:68][CH:67]=[CH:66][C:65]=2[O:70][CH2:71][C:72]2[CH:77]=[CH:76][CH:75]=[CH:74][CH:73]=2)=[CH:60][CH:59]=1. Product: [CH2:71]([O:70][C:65]1[CH:66]=[CH:67][CH:68]=[CH:69][C:64]=1[C:61]1[CH:62]=[CH:63][C:58]([CH2:57][C@H:56]([NH:78][C:79](=[O:93])[C:80]2[CH:85]=[C:84]([Cl:86])[CH:83]=[CH:82][C:81]=2[NH:87][CH2:88][CH:89]([CH3:92])[CH2:90][CH3:91])[C:55]([OH:94])=[O:54])=[CH:59][CH:60]=1)[C:72]1[CH:77]=[CH:76][CH:75]=[CH:74][CH:73]=1. The catalyst class is: 73. (6) Reactant: [NH2:1][C:2]1[C:10]2[C:5](=[CH:6][CH:7]=[CH:8][CH:9]=2)[C:4]([C:18]2[CH:23]=[CH:22][C:21]([OH:24])=[CH:20][CH:19]=2)([C:11]2[CH:16]=[CH:15][C:14]([OH:17])=[CH:13][CH:12]=2)[N:3]=1.C(N(CC)CC)C.[C:32]([O:36][C:37](O[C:37]([O:36][C:32]([CH3:35])([CH3:34])[CH3:33])=[O:38])=[O:38])([CH3:35])([CH3:34])[CH3:33].ClCCl. Product: [C:32]([O:36][C:37](=[O:38])[NH:1][C:2]1[C:10]2[C:5](=[CH:6][CH:7]=[CH:8][CH:9]=2)[C:4]([C:18]2[CH:19]=[CH:20][C:21]([OH:24])=[CH:22][CH:23]=2)([C:11]2[CH:16]=[CH:15][C:14]([OH:17])=[CH:13][CH:12]=2)[N:3]=1)([CH3:35])([CH3:34])[CH3:33]. The catalyst class is: 9. (7) Reactant: [C:1]([NH:9][C:10]1[N:15]=[CH:14][C:13]([CH:16]([CH3:20])[C:17]([OH:19])=O)=[CH:12][CH:11]=1)(=[O:8])[C:2]1[CH:7]=[CH:6][CH:5]=[CH:4][CH:3]=1.ON1C2C=CC=CC=2N=N1.C(N=C=NCCCN(C)C)C.C(N(CC)CC)C.[CH3:49][CH:50]1[CH2:55][CH2:54][N:53]([C:56]2[C:61]([CH2:62][NH2:63])=[CH:60][CH:59]=[C:58]([C:64]([F:67])([F:66])[F:65])[N:57]=2)[CH2:52][CH2:51]1. Product: [CH3:49][CH:50]1[CH2:51][CH2:52][N:53]([C:56]2[C:61]([CH2:62][NH:63][C:17](=[O:19])[CH:16]([C:13]3[CH:12]=[CH:11][C:10]([NH:9][C:1](=[O:8])[C:2]4[CH:3]=[CH:4][CH:5]=[CH:6][CH:7]=4)=[N:15][CH:14]=3)[CH3:20])=[CH:60][CH:59]=[C:58]([C:64]([F:67])([F:65])[F:66])[N:57]=2)[CH2:54][CH2:55]1. The catalyst class is: 35.